From a dataset of NCI-60 drug combinations with 297,098 pairs across 59 cell lines. Regression. Given two drug SMILES strings and cell line genomic features, predict the synergy score measuring deviation from expected non-interaction effect. Drug 1: C1=CN(C=N1)CC(O)(P(=O)(O)O)P(=O)(O)O. Drug 2: C1CCC(C(C1)N)N.C(=O)(C(=O)[O-])[O-].[Pt+4]. Cell line: NCI-H522. Synergy scores: CSS=18.0, Synergy_ZIP=-2.55, Synergy_Bliss=1.46, Synergy_Loewe=-0.775, Synergy_HSA=2.06.